This data is from Retrosynthesis with 50K atom-mapped reactions and 10 reaction types from USPTO. The task is: Predict the reactants needed to synthesize the given product. (1) Given the product COc1ccccc1[C@]1(O)C[C@H](CC#N)C[C@H]2CN(C(=O)Cc3ccccc3OCc3ccccc3)C[C@H]21, predict the reactants needed to synthesize it. The reactants are: COc1ccccc1[C@]1(O)C[C@H](CC#N)C[C@H]2CNC[C@H]21.O=C(O)Cc1ccccc1OCc1ccccc1. (2) Given the product CN1CCc2ccc([N+](=O)[O-])cc2C1, predict the reactants needed to synthesize it. The reactants are: C=O.O=[N+]([O-])c1ccc2c(c1)CNCC2.